From a dataset of Forward reaction prediction with 1.9M reactions from USPTO patents (1976-2016). Predict the product of the given reaction. (1) Given the reactants [CH3:1][N:2]([C:6]1[CH:11]=[CH:10][CH:9]=[CH:8][CH:7]=1)[CH2:3][CH2:4][OH:5].[CH:12]1[CH:17]=[C:16]([CH2:18][C:19](O)=[O:20])[C:15]([NH:22][C:23]2[C:28]([Cl:29])=[CH:27][CH:26]=[CH:25][C:24]=2[Cl:30])=[CH:14][CH:13]=1.ClCCl, predict the reaction product. The product is: [Cl:29][C:28]1[CH:27]=[CH:26][CH:25]=[C:24]([Cl:30])[C:23]=1[NH:22][C:15]1[CH:14]=[CH:13][CH:12]=[CH:17][C:16]=1[CH2:18][C:19]([O:5][CH2:4][CH2:3][N:2]([CH3:1])[C:6]1[CH:11]=[CH:10][CH:9]=[CH:8][CH:7]=1)=[O:20]. (2) Given the reactants O=[C:2]1[CH2:10][CH2:9][CH:8]2[CH:4]([CH2:5][N:6]([C:11]([O:13][C:14]([CH3:17])([CH3:16])[CH3:15])=[O:12])[CH2:7]2)[CH2:3]1.[NH3:18].[CH3:19]O.[BH4-].[Na+], predict the reaction product. The product is: [NH2:18][CH:2]1[CH2:3][CH2:19][C:8]2([CH2:7][N:6]([C:11]([O:13][C:14]([CH3:15])([CH3:16])[CH3:17])=[O:12])[CH2:5][CH2:4]2)[CH2:9][CH2:10]1. (3) Given the reactants [NH2:1][C:2]1[CH:9]=[CH:8][CH:7]=[CH:6][C:3]=1[C:4]#[N:5].[S-:10][C:11]#[N:12].[Na+].BrBr.C(=O)(O)[O-].[Na+], predict the reaction product. The product is: [NH2:1][C:2]1[CH:9]=[CH:8][C:7]([S:10][C:11]#[N:12])=[CH:6][C:3]=1[C:4]#[N:5]. (4) Given the reactants [CH3:1][O:2][C:3]1[C:20]([O:21][CH3:22])=[CH:19][C:6]2[S:7][C:8]([C:11]([N:13]3[CH2:18][CH2:17][O:16][CH2:15][CH2:14]3)=[O:12])=[C:9]([CH3:10])[C:5]=2[CH:4]=1.[Br:23]N1C(=O)CCC1=O.N(C(C)(C)C#N)=NC(C)(C)C#N, predict the reaction product. The product is: [Br:23][CH2:10][C:9]1[C:5]2[CH:4]=[C:3]([O:2][CH3:1])[C:20]([O:21][CH3:22])=[CH:19][C:6]=2[S:7][C:8]=1[C:11]([N:13]1[CH2:14][CH2:15][O:16][CH2:17][CH2:18]1)=[O:12]. (5) The product is: [OH:1][C:2]1[C:3]([CH:19]([CH3:21])[CH2:20][C:31]2[CH:32]=[CH:33][CH:34]=[CH:35][CH:39]=2)=[N:4][C:5]2[C:10]([C:11]=1[C:12]([OH:14])=[O:13])=[CH:9][CH:17]=[CH:18][C:6]=2[CH:7]([CH3:15])[CH3:8]. Given the reactants [OH:1][C:2]1[C:3]([C:19](C2C=CC=CC=2)([CH3:21])[CH3:20])=[N:4][C:5]2[C:10]([C:11]=1[C:12]([OH:14])=[O:13])=[CH:9][CH:8]=[C:7]1[CH2:15]C[CH2:17][CH2:18][C:6]=21.C([C:31]1[CH:32]=[CH:33][CH:34]=[C:35]2[C:39]=1NC(=O)C2=O)(C)C.OCC(=O)C(C)CC1C=CC=CC=1, predict the reaction product. (6) Given the reactants [NH2:1][CH2:2][C:3]1[CH:8]=[CH:7][N:6]=[CH:5][CH:4]=1.C([NH:12][C:13]1[CH:22]=[CH:21][C:16]([S:17](Cl)(=[O:19])=[O:18])=[CH:15][CH:14]=1)(=O)C.[N:23]1C=CC=CC=1, predict the reaction product. The product is: [NH2:12][C:13]1[CH:22]=[CH:21][C:16]([S:17]([NH:23][C:5]2[CH:4]=[C:3]([CH2:2][NH2:1])[CH:8]=[CH:7][N:6]=2)(=[O:19])=[O:18])=[CH:15][CH:14]=1.